Dataset: Peptide-MHC class II binding affinity with 134,281 pairs from IEDB. Task: Regression. Given a peptide amino acid sequence and an MHC pseudo amino acid sequence, predict their binding affinity value. This is MHC class II binding data. (1) The MHC is DRB1_1602 with pseudo-sequence DRB1_1602. The peptide sequence is FAEYKSDYVYQPFPK. The binding affinity (normalized) is 0.688. (2) The peptide sequence is GVMYNLWKMKTGRRG. The MHC is DRB1_1101 with pseudo-sequence DRB1_1101. The binding affinity (normalized) is 0.834. (3) The peptide sequence is LNNFYPREAKVQWKVDNALQSGNS. The MHC is DRB1_1501 with pseudo-sequence DRB1_1501. The binding affinity (normalized) is 0. (4) The peptide sequence is WLDAKSTWYGKPTGA. The MHC is DRB1_0101 with pseudo-sequence DRB1_0101. The binding affinity (normalized) is 0.484. (5) The peptide sequence is LISRVLDGLVMTTIS. The MHC is DRB1_1201 with pseudo-sequence DRB1_1201. The binding affinity (normalized) is 0.677. (6) The peptide sequence is VIGLLPQNMVLTTQG. The MHC is DRB1_0802 with pseudo-sequence DRB1_0802. The binding affinity (normalized) is 0.373.